This data is from Forward reaction prediction with 1.9M reactions from USPTO patents (1976-2016). The task is: Predict the product of the given reaction. (1) Given the reactants [Cl:1][C:2]1[CH:7]=[CH:6][C:5]([NH:8][C:9]([NH:11][C:12]2[CH:17]=[CH:16][C:15]([O:18][CH2:19][CH2:20][N:21]3[CH2:25][CH2:24][CH2:23][CH2:22]3)=[C:14]([C:26]3[N:27]([CH3:31])[N:28]=[CH:29][CH:30]=3)[CH:13]=2)=[O:10])=[CH:4][CH:3]=1.[Cl:32]N1C(=O)CCC1=O, predict the reaction product. The product is: [Cl:32][C:30]1[CH:29]=[N:28][N:27]([CH3:31])[C:26]=1[C:14]1[CH:13]=[C:12]([NH:11][C:9]([NH:8][C:5]2[CH:6]=[CH:7][C:2]([Cl:1])=[CH:3][CH:4]=2)=[O:10])[CH:17]=[CH:16][C:15]=1[O:18][CH2:19][CH2:20][N:21]1[CH2:25][CH2:24][CH2:23][CH2:22]1. (2) Given the reactants C(O[C:6](=O)[N:7]([CH:9]1[CH2:14][CH2:13][CH:12]([NH:15][CH2:16][C:17]2[CH:22]=[C:21]([C:23]3[C:24]([F:29])=[N:25][CH:26]=[CH:27][CH:28]=3)[CH:20]=[CH:19][C:18]=2[O:30][CH3:31])[CH2:11][CH2:10]1)C)(C)(C)C.[Cl:33][C:34]1[C:35]2[C:45]([F:46])=[CH:44][CH:43]=[C:42]([F:47])[C:36]=2[S:37][C:38]=1[C:39](Cl)=[O:40], predict the reaction product. The product is: [F:29][C:24]1[C:23]([C:21]2[CH:20]=[CH:19][C:18]([O:30][CH3:31])=[C:17]([CH:22]=2)[CH2:16][N:15]([CH:12]2[CH2:11][CH2:10][CH:9]([NH:7][CH3:6])[CH2:14][CH2:13]2)[C:39]([C:38]2[S:37][C:36]3[C:42]([F:47])=[CH:43][CH:44]=[C:45]([F:46])[C:35]=3[C:34]=2[Cl:33])=[O:40])=[CH:28][CH:27]=[CH:26][N:25]=1.